Predict the product of the given reaction. From a dataset of Forward reaction prediction with 1.9M reactions from USPTO patents (1976-2016). Given the reactants [CH2:1]([N:8]1[N:12]=[C:11]([CH:13]2[CH2:18][CH2:17][N:16]([C:19]3[CH:24]=[CH:23][C:22]([N+:25]([O-])=O)=[CH:21][CH:20]=3)[CH2:15][CH2:14]2)[O:10][C:9]1=[O:28])[C:2]1[CH:7]=[CH:6][CH:5]=[CH:4][CH:3]=1.O.O.Cl[Sn]Cl, predict the reaction product. The product is: [NH2:25][C:22]1[CH:23]=[CH:24][C:19]([N:16]2[CH2:17][CH2:18][CH:13]([C:11]3[O:10][C:9](=[O:28])[N:8]([CH2:1][C:2]4[CH:7]=[CH:6][CH:5]=[CH:4][CH:3]=4)[N:12]=3)[CH2:14][CH2:15]2)=[CH:20][CH:21]=1.